From a dataset of Peptide-MHC class II binding affinity with 134,281 pairs from IEDB. Regression. Given a peptide amino acid sequence and an MHC pseudo amino acid sequence, predict their binding affinity value. This is MHC class II binding data. (1) The peptide sequence is ENEGDNACKRTYSDR. The MHC is DRB1_0701 with pseudo-sequence DRB1_0701. The binding affinity (normalized) is 0.106. (2) The peptide sequence is GMNPSHCNEMSWIQS. The MHC is HLA-DQA10104-DQB10503 with pseudo-sequence HLA-DQA10104-DQB10503. The binding affinity (normalized) is 0.164. (3) The peptide sequence is VHVSFVMAYPEMLAA. The MHC is HLA-DPA10201-DPB11401 with pseudo-sequence HLA-DPA10201-DPB11401. The binding affinity (normalized) is 0.510. (4) The peptide sequence is QKKYFAATQFEPLAA. The MHC is HLA-DQA10501-DQB10301 with pseudo-sequence HLA-DQA10501-DQB10301. The binding affinity (normalized) is 0.305. (5) The peptide sequence is SQDLELSWNLNGLQSY. The MHC is DRB1_0401 with pseudo-sequence DRB1_0401. The binding affinity (normalized) is 0.188. (6) The peptide sequence is HDYNFVKAINAIQKSW. The MHC is DRB1_1101 with pseudo-sequence DRB1_1101. The binding affinity (normalized) is 0.574. (7) The peptide sequence is DVLFRLENHAETLRA. The MHC is HLA-DPA10301-DPB10402 with pseudo-sequence HLA-DPA10301-DPB10402. The binding affinity (normalized) is 0.428. (8) The peptide sequence is TLGSTSADEVQRMMA. The MHC is DRB1_0301 with pseudo-sequence DRB1_0301. The binding affinity (normalized) is 0.474.